This data is from Catalyst prediction with 721,799 reactions and 888 catalyst types from USPTO. The task is: Predict which catalyst facilitates the given reaction. (1) Reactant: [NH:1]1[CH:5]=[C:4]([CH:6]=[O:7])[N:3]=[CH:2]1.C(N(CC)CC)C.CN(C)C=O.[C:20](Cl)([C:33]1[CH:38]=[CH:37][CH:36]=[CH:35][CH:34]=1)([C:27]1[CH:32]=[CH:31][CH:30]=[CH:29][CH:28]=1)[C:21]1[CH:26]=[CH:25][CH:24]=[CH:23][CH:22]=1. Product: [C:20]([N:1]1[CH:5]=[C:4]([CH:6]=[O:7])[N:3]=[CH:2]1)([C:21]1[CH:26]=[CH:25][CH:24]=[CH:23][CH:22]=1)([C:33]1[CH:34]=[CH:35][CH:36]=[CH:37][CH:38]=1)[C:27]1[CH:28]=[CH:29][CH:30]=[CH:31][CH:32]=1. The catalyst class is: 6. (2) Reactant: C1C=C[NH+]=CC=1.[O-][Cr](Cl)(=O)=O.[CH3:12][C:13]1[CH:18]=[CH:17][C:16]([C:19]2[O:23][N:22]=[C:21]([C:24]3[CH:29]=[CH:28][C:27]([CH2:30][OH:31])=[CH:26][CH:25]=3)[N:20]=2)=[CH:15][CH:14]=1. Product: [CH3:12][C:13]1[CH:14]=[CH:15][C:16]([C:19]2[O:23][N:22]=[C:21]([C:24]3[CH:29]=[CH:28][C:27]([CH:30]=[O:31])=[CH:26][CH:25]=3)[N:20]=2)=[CH:17][CH:18]=1. The catalyst class is: 2. (3) The catalyst class is: 113. Reactant: C([O-])(=O)C.[NH4+:5].[C:6]([NH:9][CH:10]([CH2:23][C:24]1[CH:29]=[CH:28][C:27]([Br:30])=[CH:26][CH:25]=1)[C:11]([NH:13][CH2:14][C:15](=O)[CH2:16][C:17]([CH3:21])([CH3:20])[CH2:18][CH3:19])=O)(=[O:8])[CH3:7]. Product: [Br:30][C:27]1[CH:28]=[CH:29][C:24]([CH2:23][CH:10]([NH:9][C:6](=[O:8])[CH3:7])[C:11]2[NH:13][CH:14]=[C:15]([CH2:16][C:17]([CH3:21])([CH3:20])[CH2:18][CH3:19])[N:5]=2)=[CH:25][CH:26]=1. (4) Reactant: [F:1][C:2]1[C:3]([NH:10][S:11]([CH2:14][CH2:15][CH3:16])(=[O:13])=[O:12])=[N:4][CH:5]=[C:6]([F:9])[C:7]=1[I:8].[H-].[Na+].[CH3:19][Si:20]([CH2:23][CH2:24][O:25][CH2:26]Cl)([CH3:22])[CH3:21]. Product: [F:1][C:2]1[C:3]([N:10]([CH2:26][O:25][CH2:24][CH2:23][Si:20]([CH3:22])([CH3:21])[CH3:19])[S:11]([CH2:14][CH2:15][CH3:16])(=[O:13])=[O:12])=[N:4][CH:5]=[C:6]([F:9])[C:7]=1[I:8]. The catalyst class is: 3. (5) Reactant: [F:1][C:2]1([F:11])[CH2:7][CH2:6][C:5]([CH2:9][OH:10])([CH3:8])[CH2:4][CH2:3]1.C(=O)([O-])[O-].[Cs+].[Cs+].[Cl:18][C:19]1[C:20](F)=[CH:21][C:22]([F:32])=[C:23]([CH:31]=1)[C:24]([O:26][C:27]([CH3:30])([CH3:29])[CH3:28])=[O:25]. Product: [Cl:18][C:19]1[C:20]([O:10][CH2:9][C:5]2([CH3:8])[CH2:4][CH2:3][C:2]([F:11])([F:1])[CH2:7][CH2:6]2)=[CH:21][C:22]([F:32])=[C:23]([CH:31]=1)[C:24]([O:26][C:27]([CH3:28])([CH3:29])[CH3:30])=[O:25]. The catalyst class is: 148. (6) Reactant: [CH3:1][N:2]1[C:11]2[C:6](=[CH:7][CH:8]=[C:9]([O:28][CH3:29])[C:10]=2[CH2:12][CH2:13][N:14]2[CH2:19][CH2:18][CH:17]([NH:20]C(=O)OC(C)(C)C)[CH2:16][CH2:15]2)[CH:5]=[CH:4][C:3]1=[O:30].[ClH:31]. Product: [ClH:31].[NH2:20][CH:17]1[CH2:18][CH2:19][N:14]([CH2:13][CH2:12][C:10]2[C:9]([O:28][CH3:29])=[CH:8][CH:7]=[C:6]3[C:11]=2[N:2]([CH3:1])[C:3](=[O:30])[CH:4]=[CH:5]3)[CH2:15][CH2:16]1. The catalyst class is: 269. (7) Reactant: C(N(CC)CC)C.Cl[C:9]1[C:18]2[C:13](=[CH:14][CH:15]=[CH:16][CH:17]=2)[N:12]=[CH:11][C:10]=1[N+:19]([O-:21])=[O:20].[NH2:22][CH2:23][CH2:24][CH2:25][CH2:26][OH:27]. Product: [N+:19]([C:10]1[CH:11]=[N:12][C:13]2[C:18]([C:9]=1[NH:22][CH2:23][CH2:24][CH2:25][CH2:26][OH:27])=[CH:17][CH:16]=[CH:15][CH:14]=2)([O-:21])=[O:20]. The catalyst class is: 4. (8) Reactant: P(OCC)(OCC)OCC.[NH2:11][C:12]1[C:17]([C:18]#[N:19])=[N:16][C:15]([C:20]2[O:21][CH:22]=[CH:23][CH:24]=2)=[CH:14][N+:13]=1[O-]. Product: [NH2:11][C:12]1[C:17]([C:18]#[N:19])=[N:16][C:15]([C:20]2[O:21][CH:22]=[CH:23][CH:24]=2)=[CH:14][N:13]=1. The catalyst class is: 6. (9) Reactant: [Li]CCCC.Br[C:7]1[S:11][C:10]([NH:12][C:13](=[O:18])[C:14]([F:17])([F:16])[F:15])=[N:9][CH:8]=1.C1C=CC(S(N(S(C2C=CC=CC=2)(=O)=O)[F:29])(=O)=O)=CC=1.O. The catalyst class is: 1. Product: [F:29][C:7]1[S:11][C:10]([NH:12][C:13](=[O:18])[C:14]([F:17])([F:16])[F:15])=[N:9][CH:8]=1.